Predict the product of the given reaction. From a dataset of Forward reaction prediction with 1.9M reactions from USPTO patents (1976-2016). (1) Given the reactants Cl.[NH2:2][C:3]1[CH:8]=[CH:7][C:6]([C:9]2[N:14]=[C:13]3[NH:15][N:16]=[C:17]([NH2:18])[C:12]3=[N:11][CH:10]=2)=[CH:5][CH:4]=1.[F:19][C:20]1[CH:25]=[CH:24][C:23]([CH3:26])=[CH:22][C:21]=1[S:27](Cl)(=[O:29])=[O:28], predict the reaction product. The product is: [NH2:18][C:17]1[C:12]2[C:13](=[N:14][C:9]([C:6]3[CH:7]=[CH:8][C:3]([NH:2][S:27]([C:21]4[CH:22]=[C:23]([CH3:26])[CH:24]=[CH:25][C:20]=4[F:19])(=[O:28])=[O:29])=[CH:4][CH:5]=3)=[CH:10][N:11]=2)[NH:15][N:16]=1. (2) Given the reactants C([O:3][C:4]([C:6]1[C:7]([NH:18][CH2:19][C:20]2[CH:25]=[CH:24][CH:23]=[CH:22][CH:21]=2)=[N:8][C:9]2[C:14]([C:15]=1[Cl:16])=[CH:13][C:12]([Br:17])=[CH:11][CH:10]=2)=[O:5])C.[OH-].[Na+].Cl, predict the reaction product. The product is: [CH2:19]([NH:18][C:7]1[C:6]([C:4]([OH:5])=[O:3])=[C:15]([Cl:16])[C:14]2[C:9](=[CH:10][CH:11]=[C:12]([Br:17])[CH:13]=2)[N:8]=1)[C:20]1[CH:21]=[CH:22][CH:23]=[CH:24][CH:25]=1. (3) Given the reactants [F:1][C:2]1([F:33])[O:6][C:5]2[CH:7]=[CH:8][C:9]([N:11]([CH2:31][CH3:32])[C:12](=[O:30])[CH2:13][N:14]3[C:23](=[O:24])[C:22]4[C:17](=[CH:18][CH:19]=[CH:20][CH:21]=4)[C:16]([C:25]([O:27]CC)=[O:26])=[N:15]3)=[CH:10][C:4]=2[O:3]1.[OH-].[Na+], predict the reaction product. The product is: [F:33][C:2]1([F:1])[O:6][C:5]2[CH:7]=[CH:8][C:9]([N:11]([CH2:31][CH3:32])[C:12](=[O:30])[CH2:13][N:14]3[C:23](=[O:24])[C:22]4[C:17](=[CH:18][CH:19]=[CH:20][CH:21]=4)[C:16]([C:25]([OH:27])=[O:26])=[N:15]3)=[CH:10][C:4]=2[O:3]1. (4) Given the reactants COC([C:5]1[CH:10]([CH3:11])[CH2:9][C:8](=[O:12])[CH2:7][C:6]=1[OH:13])=O.OS(O)(=O)=O, predict the reaction product. The product is: [CH3:11][CH:10]1[CH2:9][C:8](=[O:12])[CH2:7][C:6](=[O:13])[CH2:5]1. (5) Given the reactants [Si:1]([O:8][CH2:9][C:10]1[S:14][CH:13]=[C:12]([C:15]#[N:16])[CH:11]=1)([C:4]([CH3:7])([CH3:6])[CH3:5])([CH3:3])[CH3:2].[NH2:17][OH:18], predict the reaction product. The product is: [Si:1]([O:8][CH2:9][C:10]1[S:14][CH:13]=[C:12]([C:15](=[N:17][OH:18])[NH2:16])[CH:11]=1)([C:4]([CH3:7])([CH3:6])[CH3:5])([CH3:3])[CH3:2]. (6) Given the reactants C(OC([N:11]1[CH2:14][CH:13]([C:15]2[CH:16]=[C:17]3[S:23][C:22]([NH:24][C:25]([O:27][C:28]([CH3:31])([CH3:30])[CH3:29])=[O:26])=[C:21]([C:32]([O:34][CH3:35])=[O:33])[C:18]3=[N:19][CH:20]=2)[CH2:12]1)=O)C1C=CC=CC=1, predict the reaction product. The product is: [NH:11]1[CH2:14][CH:13]([C:15]2[CH:16]=[C:17]3[S:23][C:22]([NH:24][C:25]([O:27][C:28]([CH3:31])([CH3:30])[CH3:29])=[O:26])=[C:21]([C:32]([O:34][CH3:35])=[O:33])[C:18]3=[N:19][CH:20]=2)[CH2:12]1. (7) The product is: [N:1]1([C:7]2[C:8]3[CH:25]=[C:24]([Br:37])[CH:23]=[N:22][C:9]=3[N:10]=[C:11]([O:13][CH2:14][CH2:15][N:16]3[CH2:21][CH2:20][O:19][CH2:18][CH2:17]3)[N:12]=2)[CH2:6][CH2:5][O:4][CH2:3][CH2:2]1. Given the reactants [N:1]1([C:7]2[C:8]3[CH:25]=[C:24](N)[CH:23]=[N:22][C:9]=3[N:10]=[C:11]([O:13][CH2:14][CH2:15][N:16]3[CH2:21][CH2:20][O:19][CH2:18][CH2:17]3)[N:12]=2)[CH2:6][CH2:5][O:4][CH2:3][CH2:2]1.N([O-])=O.[Na+].C(=O)([O-])[O-].[K+].[K+].[BrH:37], predict the reaction product. (8) Given the reactants [Si]([O:8][C:9]1[CH:14]=[CH:13][C:12]([CH2:15][C@H:16]([O:20][CH3:21])[C:17]([OH:19])=[O:18])=[CH:11][CH:10]=1)(C(C)(C)C)(C)C.[F-].C([N+](CCCC)(CCCC)CCCC)CCC, predict the reaction product. The product is: [OH:8][C:9]1[CH:10]=[CH:11][C:12]([CH2:15][C@H:16]([O:20][CH3:21])[C:17]([OH:19])=[O:18])=[CH:13][CH:14]=1. (9) Given the reactants Cl[C:2]1[C:6]([C:7]2[CH:8]=[N:9][CH:10]=[CH:11][CH:12]=2)=[N:5][S:4][N:3]=1.[Cl-].[Na+].[CH3:15][Mg]Cl.[Cl-].[NH4+], predict the reaction product. The product is: [CH3:15][C:2]1[C:6]([C:7]2[CH:8]=[N:9][CH:10]=[CH:11][CH:12]=2)=[N:5][S:4][N:3]=1.